This data is from Forward reaction prediction with 1.9M reactions from USPTO patents (1976-2016). The task is: Predict the product of the given reaction. Given the reactants [Br:1][C:2]1[CH:21]=[N:20][CH:19]=[CH:18][C:3]=1[C:4]([NH:6][C:7]1[CH:12]=[C:11]([C:13]([F:16])([F:15])[F:14])[CH:10]=[CH:9][C:8]=1[OH:17])=O.O1CCCC1.C1(P(C2C=CC=CC=2)C2C=CC=CC=2)C=CC=CC=1.N(C(OCC)=O)=NC(OCC)=O, predict the reaction product. The product is: [Br:1][C:2]1[CH:21]=[N:20][CH:19]=[CH:18][C:3]=1[C:4]1[O:17][C:8]2[CH:9]=[CH:10][C:11]([C:13]([F:16])([F:15])[F:14])=[CH:12][C:7]=2[N:6]=1.